This data is from Forward reaction prediction with 1.9M reactions from USPTO patents (1976-2016). The task is: Predict the product of the given reaction. (1) Given the reactants [NH2:1][C:2]1[CH:7]=[CH:6][C:5](Br)=[CH:4][N:3]=1.[Cl:9][C:10]1[CH:11]=[CH:12][C:13]([F:29])=[C:14]([C:16]2[CH:25]=[C:24](B(O)O)[C:23]3[C:18](=[N:19][CH:20]=[CH:21][CH:22]=3)[N:17]=2)[CH:15]=1.C(=O)([O-])[O-].[Cs+].[Cs+].ClCCl, predict the reaction product. The product is: [Cl:9][C:10]1[CH:11]=[CH:12][C:13]([F:29])=[C:14]([C:16]2[CH:25]=[C:24]([C:5]3[CH:6]=[CH:7][C:2]([NH2:1])=[N:3][CH:4]=3)[C:23]3[C:18](=[N:19][CH:20]=[CH:21][CH:22]=3)[N:17]=2)[CH:15]=1. (2) Given the reactants [CH3:1][O:2][C:3]1[CH:10]=[C:9]([N+:11]([O-:13])=[O:12])[CH:8]=[CH:7][C:4]=1[CH:5]=[O:6].C1(C)C=CC(S(O)(=O)=O)=CC=1.[CH2:25](O)[CH2:26][OH:27], predict the reaction product. The product is: [CH3:1][O:2][C:3]1[CH:10]=[C:9]([N+:11]([O-:13])=[O:12])[CH:8]=[CH:7][C:4]=1[CH:5]1[O:27][CH2:26][CH2:25][O:6]1. (3) Given the reactants Br[CH2:2][CH2:3][CH2:4][O:5][C:6]1[C:11]([CH3:12])=[CH:10][C:9]([C:13]2[NH:22][C:21](=[O:23])[C:20]3[C:15](=[CH:16][C:17]([O:26][CH3:27])=[CH:18][C:19]=3[O:24][CH3:25])[N:14]=2)=[CH:8][C:7]=1[CH3:28].[NH:29]1[CH2:33][CH2:32][CH2:31][CH2:30]1.O, predict the reaction product. The product is: [CH3:28][C:7]1[CH:8]=[C:9]([C:13]2[NH:22][C:21](=[O:23])[C:20]3[C:15](=[CH:16][C:17]([O:26][CH3:27])=[CH:18][C:19]=3[O:24][CH3:25])[N:14]=2)[CH:10]=[C:11]([CH3:12])[C:6]=1[O:5][CH2:4][CH2:3][CH2:2][N:29]1[CH2:33][CH2:32][CH2:31][CH2:30]1.